From a dataset of NCI-60 drug combinations with 297,098 pairs across 59 cell lines. Regression. Given two drug SMILES strings and cell line genomic features, predict the synergy score measuring deviation from expected non-interaction effect. (1) Drug 1: C1=NC2=C(N=C(N=C2N1C3C(C(C(O3)CO)O)O)F)N. Drug 2: CN(CCCl)CCCl.Cl. Cell line: HCT116. Synergy scores: CSS=28.6, Synergy_ZIP=-0.497, Synergy_Bliss=5.37, Synergy_Loewe=-7.84, Synergy_HSA=2.63. (2) Drug 1: CC1C(C(CC(O1)OC2CC(CC3=C2C(=C4C(=C3O)C(=O)C5=C(C4=O)C(=CC=C5)OC)O)(C(=O)CO)O)N)O.Cl. Drug 2: C1C(C(OC1N2C=NC(=NC2=O)N)CO)O. Cell line: HCT-15. Synergy scores: CSS=13.2, Synergy_ZIP=-1.29, Synergy_Bliss=2.34, Synergy_Loewe=2.18, Synergy_HSA=4.00. (3) Drug 1: C1CCN(CC1)CCOC2=CC=C(C=C2)C(=O)C3=C(SC4=C3C=CC(=C4)O)C5=CC=C(C=C5)O. Drug 2: CC12CCC3C(C1CCC2O)C(CC4=C3C=CC(=C4)O)CCCCCCCCCS(=O)CCCC(C(F)(F)F)(F)F. Cell line: NCI/ADR-RES. Synergy scores: CSS=3.84, Synergy_ZIP=-0.916, Synergy_Bliss=-0.712, Synergy_Loewe=-0.211, Synergy_HSA=-1.54. (4) Drug 1: C1=CC(=CC=C1CC(C(=O)O)N)N(CCCl)CCCl.Cl. Drug 2: C1C(C(OC1N2C=NC3=C(N=C(N=C32)Cl)N)CO)O. Cell line: SK-MEL-28. Synergy scores: CSS=6.09, Synergy_ZIP=-0.769, Synergy_Bliss=4.97, Synergy_Loewe=-2.23, Synergy_HSA=1.05. (5) Drug 1: C1CCN(CC1)CCOC2=CC=C(C=C2)C(=O)C3=C(SC4=C3C=CC(=C4)O)C5=CC=C(C=C5)O. Drug 2: C1CC(=O)NC(=O)C1N2C(=O)C3=CC=CC=C3C2=O. Cell line: 786-0. Synergy scores: CSS=4.18, Synergy_ZIP=-0.788, Synergy_Bliss=1.64, Synergy_Loewe=-0.102, Synergy_HSA=0.956.